Predict which catalyst facilitates the given reaction. From a dataset of Catalyst prediction with 721,799 reactions and 888 catalyst types from USPTO. (1) Reactant: [CH3:1][C:2]1[CH:7]=[C:6]([C:8]2[C:16]3[C:11](=[CH:12][CH:13]=[C:14]([C:17](OC)=[O:18])[CH:15]=3)[N:10]([C:21]([C:34]3[CH:39]=[CH:38][CH:37]=[CH:36][CH:35]=3)([C:28]3[CH:33]=[CH:32][CH:31]=[CH:30][CH:29]=3)[C:22]3[CH:27]=[CH:26][CH:25]=[CH:24][CH:23]=3)[N:9]=2)[CH:5]=[CH:4][N:3]=1.[NH2:40][NH2:41]. Product: [CH3:1][C:2]1[CH:7]=[C:6]([C:8]2[C:16]3[C:11](=[CH:12][CH:13]=[C:14]([C:17]([NH:40][NH2:41])=[O:18])[CH:15]=3)[N:10]([C:21]([C:34]3[CH:35]=[CH:36][CH:37]=[CH:38][CH:39]=3)([C:22]3[CH:27]=[CH:26][CH:25]=[CH:24][CH:23]=3)[C:28]3[CH:33]=[CH:32][CH:31]=[CH:30][CH:29]=3)[N:9]=2)[CH:5]=[CH:4][N:3]=1. The catalyst class is: 3. (2) The catalyst class is: 29. Product: [C:1]([O:5][C:6]([NH:8][C@@H:9]([CH2:30][CH2:31][CH2:32][CH2:33][NH:34][C:35]([O:37][C:38]([CH3:41])([CH3:40])[CH3:39])=[O:36])[CH2:10][NH:11][C:12](=[O:13])[C@@H:14]1[CH2:18][C@@H:17]([OH:19])[CH2:16][NH:15]1)=[O:7])([CH3:4])([CH3:3])[CH3:2]. Reactant: [C:1]([O:5][C:6]([NH:8][C@@H:9]([CH2:30][CH2:31][CH2:32][CH2:33][NH:34][C:35]([O:37][C:38]([CH3:41])([CH3:40])[CH3:39])=[O:36])[CH2:10][NH:11][C:12]([C@@H:14]1[CH2:18][C@@H:17]([OH:19])[CH2:16][N:15]1C(OCC1C=CC=CC=1)=O)=[O:13])=[O:7])([CH3:4])([CH3:3])[CH3:2]. (3) Reactant: [Cl:1][C:2]1[C:7]([CH:8]=[O:9])=[C:6](Cl)[N:5]=[C:4]([S:11][CH3:12])[N:3]=1.[NH3:13]. Product: [NH2:13][C:6]1[C:7]([CH:8]=[O:9])=[C:2]([Cl:1])[N:3]=[C:4]([S:11][CH3:12])[N:5]=1. The catalyst class is: 48. (4) Reactant: O.[NH2:2][NH2:3].C(O)C.[F:7][C:8]([F:15])([CH3:14])[C:9](OCC)=O.C(S[C:19]([C:27]1[CH:32]=[CH:31][CH:30]=[CH:29][CH:28]=1)=[N:20][C:21]1[CH:26]=[CH:25][CH:24]=[CH:23][CH:22]=1)C. Product: [F:15][C:8]([C:9]1[N:20]([C:21]2[CH:26]=[CH:25][CH:24]=[CH:23][CH:22]=2)[C:19]([C:27]2[CH:32]=[CH:31][CH:30]=[CH:29][CH:28]=2)=[N:3][N:2]=1)([F:7])[CH3:14]. The catalyst class is: 51. (5) Reactant: [CH3:1][C:2]1[C:7](=O)[NH:6][CH:5]=[N:4][C:3]=1[C:9]([O:11][CH2:12][CH3:13])=[O:10].S(Cl)([Cl:16])=O.CN(C)C=O.N1C=CC=CC=1. Product: [Cl:16][C:7]1[N:6]=[CH:5][N:4]=[C:3]([C:9]([O:11][CH2:12][CH3:13])=[O:10])[C:2]=1[CH3:1]. The catalyst class is: 11. (6) Reactant: [OH:1][CH:2]([CH2:26][N:27]1[CH2:32][CH2:31][N:30]([CH3:33])[CH2:29][CH2:28]1)[CH2:3][O:4][C:5]1[CH:14]=[C:13]2[C:8]([C:9](=[O:23])[N:10](COC(=O)C(C)(C)C)[CH:11]=[N:12]2)=[CH:7][C:6]=1[O:24][CH3:25].N. Product: [OH:1][CH:2]([CH2:26][N:27]1[CH2:28][CH2:29][N:30]([CH3:33])[CH2:31][CH2:32]1)[CH2:3][O:4][C:5]1[CH:14]=[C:13]2[C:8]([C:9](=[O:23])[NH:10][CH:11]=[N:12]2)=[CH:7][C:6]=1[O:24][CH3:25]. The catalyst class is: 5. (7) Reactant: FC(F)(F)S(O[C:7]1[CH:11]=[C:10]([CH3:12])[N:9]([C:13]2[CH:18]=[CH:17][CH:16]=[CH:15][CH:14]=2)[N:8]=1)(=O)=O.[NH2:21][C:22]1[CH:26]=[CH:25][N:24]([C:27]2[CH:32]=[CH:31][CH:30]=[CH:29][CH:28]=2)[N:23]=1.CC(C)([O-])C.[Na+].C(P(C(C)(C)C)C1(C)CC1(C1C=CC=CC=1)C1C=CC=CC=1)(C)(C)C.[Cl-].[NH4+]. Product: [C:27]1([N:24]2[CH:25]=[CH:26][C:22]([NH:21][C:7]3[CH:11]=[C:10]([CH3:12])[N:9]([C:13]4[CH:18]=[CH:17][CH:16]=[CH:15][CH:14]=4)[N:8]=3)=[N:23]2)[CH:28]=[CH:29][CH:30]=[CH:31][CH:32]=1. The catalyst class is: 113.